From a dataset of Reaction yield outcomes from USPTO patents with 853,638 reactions. Predict the reaction yield, written as a fraction of the theoretical maximum amount of product (1.0 means a 100% yield; for example, 0.34 means a 34% yield). (1) The reactants are [Br:1][C:2]1[CH:7]=[CH:6][C:5]([Cl:8])=[CH:4][C:3]=1[N+:9]([O-])=O.[CH:12]([Mg]Br)=[CH2:13].[NH4+].[Cl-]. The catalyst is O1CCCC1. The product is [Br:1][C:2]1[CH:7]=[CH:6][C:5]([Cl:8])=[C:4]2[C:3]=1[NH:9][CH:13]=[CH:12]2. The yield is 0.440. (2) The reactants are [O:1]=[C:2]1[C:11]2[C:6](=[CH:7][CH:8]=[CH:9][CH:10]=2)[N:5]=[C:4]([CH2:12][CH2:13][CH2:14][C:15]([OH:17])=O)[NH:3]1.Cl.[C:19]1([C:25]2[S:26][C:27]([CH:30]3[CH2:35][CH2:34][NH:33][CH2:32][CH2:31]3)=[N:28][N:29]=2)[CH:24]=[CH:23][CH:22]=[CH:21][CH:20]=1. No catalyst specified. The product is [O:17]=[C:15]([N:33]1[CH2:32][CH2:31][CH:30]([C:27]2[S:26][C:25]([C:19]3[CH:24]=[CH:23][CH:22]=[CH:21][CH:20]=3)=[N:29][N:28]=2)[CH2:35][CH2:34]1)[CH2:14][CH2:13][CH2:12][C:4]1[NH:3][C:2](=[O:1])[C:11]2[C:6](=[CH:7][CH:8]=[CH:9][CH:10]=2)[N:5]=1. The yield is 0.190. (3) The reactants are S(Cl)(Cl)=O.[Cl:5][C:6]1[C:14]([Cl:15])=[CH:13][C:12]([N+:16]([O-:18])=[O:17])=[CH:11][C:7]=1[C:8]([OH:10])=O.O.[CH3:20]COC(C)=O. The catalyst is CN(C=O)C. The product is [Cl:5][C:6]1[C:14]([Cl:15])=[CH:13][C:12]([N+:16]([O-:18])=[O:17])=[CH:11][C:7]=1[C:8](=[O:10])[CH3:20]. The yield is 0.820. (4) The yield is 0.948. No catalyst specified. The reactants are [NH2:1][C:2]1[C:3]([F:20])=[C:4]([C:12]2[CH:17]=[CH:16][C:15]([F:18])=[CH:14][C:13]=2[F:19])[C:5]([Br:11])=[CH:6][C:7]=1[C:8](O)=[O:9].C(O)(=O)C.[CH:25](=N)[NH2:26]. The product is [Br:11][C:5]1[CH:6]=[C:7]2[C:2](=[C:3]([F:20])[C:4]=1[C:12]1[CH:17]=[CH:16][C:15]([F:18])=[CH:14][C:13]=1[F:19])[N:1]=[CH:25][N:26]=[C:8]2[OH:9]. (5) The catalyst is C(#N)C. The yield is 0.570. The reactants are [N:1]1([C:7]2[S:8]/[C:9](=[CH:13]\[C:14]3[CH:19]=[CH:18][C:17]([F:20])=[CH:16][C:15]=3[OH:21])/[C:10](=[O:12])[N:11]=2)[CH2:6][CH2:5][CH2:4][CH2:3][NH:2]1.C(=O)([O-])[O-].[K+].[K+].[N:28]1([CH:34]2[CH2:39][CH2:38][N:37]([C:40](Cl)=[O:41])[CH2:36][CH2:35]2)[CH2:33][CH2:32][CH2:31][CH2:30][CH2:29]1. The product is [N:28]1([CH:34]2[CH2:39][CH2:38][N:37]([C:40]([O:21][C:15]3[CH:16]=[C:17]([F:20])[CH:18]=[CH:19][C:14]=3/[CH:13]=[C:9]3\[C:10](=[O:12])[N:11]=[C:7]([N:1]4[CH2:6][CH2:5][CH2:4][CH2:3][NH:2]4)[S:8]\3)=[O:41])[CH2:36][CH2:35]2)[CH2:33][CH2:32][CH2:31][CH2:30][CH2:29]1. (6) The reactants are [Br:1]C1C=C2C(C=C(C(O)=O)N2)=CC=1.[Br:14][CH2:15][C:16]1[CH:17]=[C:18]([CH:23]=[CH:24][CH:25]=1)[C:19]([O:21][CH3:22])=[O:20].C([O-])([O-])=O.[K+].[K+]. The product is [Br:1][C:25]1[CH:24]=[CH:23][C:18]([C:19]([O:21][CH3:22])=[O:20])=[CH:17][C:16]=1[CH2:15][Br:14]. The yield is 0.620. The catalyst is CC(C)=O. (7) The reactants are Br[C:2]1[S:3][C:4]([Cl:12])=[C:5](Cl)[C:6]=1[C:7](=[O:10])[CH2:8][Cl:9].[Cl:13]C1SC(Cl)=CC=1.ClCC(Cl)=O. No catalyst specified. The product is [Cl:9][CH2:8][C:7]([C:6]1[CH:5]=[C:4]([Cl:12])[S:3][C:2]=1[Cl:13])=[O:10]. The yield is 0.910. (8) The reactants are Br[C:2]1[C:10]2[C:5](=[CH:6][CH:7]=[C:8]([C:11]#[N:12])[CH:9]=2)[N:4](C2CCCCO2)[N:3]=1.[O:19]1[CH2:23][CH2:22][C:21]2[CH:24]=[C:25](B(O)O)[CH:26]=[CH:27][C:20]1=2.ClCCl.P([O-])([O-])([O-])=O.[K+].[K+].[K+].Cl. The catalyst is COCCOC.O.CO. The product is [O:19]1[CH2:23][CH2:22][C:21]2[CH:24]=[C:25]([C:2]3[C:10]4[C:5](=[CH:6][CH:7]=[C:8]([C:11]#[N:12])[CH:9]=4)[NH:4][N:3]=3)[CH:26]=[CH:27][C:20]1=2. The yield is 0.640.